Dataset: CYP3A4 inhibition data for predicting drug metabolism from PubChem BioAssay. Task: Regression/Classification. Given a drug SMILES string, predict its absorption, distribution, metabolism, or excretion properties. Task type varies by dataset: regression for continuous measurements (e.g., permeability, clearance, half-life) or binary classification for categorical outcomes (e.g., BBB penetration, CYP inhibition). Dataset: cyp3a4_veith. (1) The molecule is COc1cccc(Nc2ncc3nc(-c4cccs4)c(=O)n(CCC#N)c3n2)c1. The result is 1 (inhibitor). (2) The compound is Cc1nnc(NS(=O)(=O)c2ccc(N)cc2)s1. The result is 0 (non-inhibitor). (3) The drug is COCc1cc(=O)[nH]c2cc(NC(=O)C(F)(F)F)c(C)cc12. The result is 0 (non-inhibitor). (4) The drug is COc1ccc(NC(=O)N(C2CCCCC2)C(C)c2cccnc2)c(OC)c1. The result is 1 (inhibitor).